From a dataset of Forward reaction prediction with 1.9M reactions from USPTO patents (1976-2016). Predict the product of the given reaction. (1) Given the reactants Br[C:2]1[S:3][C:4]2[C:10]([C:11]3[CH:16]=[CH:15][C:14]([Cl:17])=[CH:13][CH:12]=3)=[C:9]([C@H:18]([O:24][C:25]([CH3:28])([CH3:27])[CH3:26])[C:19]([O:21][CH2:22][CH3:23])=[O:20])[C:8]([CH3:29])=[CH:7][C:5]=2[N:6]=1.[N:30]1([C:36]2[CH:41]=[C:40](B(O)O)[CH:39]=[CH:38][N:37]=2)[CH2:35][CH2:34][NH:33][CH2:32][CH2:31]1.C(=O)([O-])[O-].[K+].[K+], predict the reaction product. The product is: [C:25]([O:24][C@@H:18]([C:9]1[C:8]([CH3:29])=[CH:7][C:5]2[N:6]=[C:2]([C:40]3[CH:39]=[CH:38][N:37]=[C:36]([N:30]4[CH2:31][CH2:32][NH:33][CH2:34][CH2:35]4)[CH:41]=3)[S:3][C:4]=2[C:10]=1[C:11]1[CH:16]=[CH:15][C:14]([Cl:17])=[CH:13][CH:12]=1)[C:19]([O:21][CH2:22][CH3:23])=[O:20])([CH3:28])([CH3:27])[CH3:26]. (2) Given the reactants [F:1][C:2]1[C:10]2[C:6](=[CH:7][N:8]([CH3:11])[N:9]=2)[C:5]([C:12](OC)=[O:13])=[CH:4][CH:3]=1.[H-].C([Al+]CC(C)C)C(C)C.O, predict the reaction product. The product is: [F:1][C:2]1[C:10]2[C:6](=[CH:7][N:8]([CH3:11])[N:9]=2)[C:5]([CH2:12][OH:13])=[CH:4][CH:3]=1. (3) Given the reactants [CH:1]1([C:5]([OH:7])=O)[CH2:4][CH2:3][CH2:2]1.C(Cl)(=O)C(Cl)=O.[C:14]1([CH:20]([NH2:30])[CH2:21][CH2:22][N:23]2[CH2:28][CH2:27][C:26](=[O:29])[CH2:25][CH2:24]2)[CH:19]=[CH:18][CH:17]=[CH:16][CH:15]=1.C(N(CC)CC)C, predict the reaction product. The product is: [C:14]1([CH:20]([NH:30][C:5]([CH:1]2[CH2:2][CH2:3][CH2:4]2)=[O:7])[CH2:21][CH2:22][N:23]2[CH2:28][CH2:27][C:26](=[O:29])[CH2:25][CH2:24]2)[CH:19]=[CH:18][CH:17]=[CH:16][CH:15]=1.